From a dataset of Forward reaction prediction with 1.9M reactions from USPTO patents (1976-2016). Predict the product of the given reaction. (1) Given the reactants [N:1]1([C:5]2[N:10]=[CH:9][C:8]([S:11]([N:14]3[CH2:23][CH2:22][C:21]4[C@:16]([CH2:34][OH:35])([CH2:17][C:18]5[CH:26]=[N:25][N:24]([C:27]6[CH:32]=[CH:31][C:30]([F:33])=[CH:29][CH:28]=6)[C:19]=5[CH:20]=4)[CH2:15]3)(=[O:13])=[O:12])=[CH:7][CH:6]=2)[CH2:4][CH2:3][CH2:2]1.Cl[CH2:37][C:38]1[O:39][CH:40]=[CH:41][N:42]=1, predict the reaction product. The product is: [N:1]1([C:5]2[N:10]=[CH:9][C:8]([S:11]([N:14]3[CH2:23][CH2:22][C:21]4[C@:16]([CH2:34][O:35][CH2:37][C:38]5[O:39][CH:40]=[CH:41][N:42]=5)([CH2:17][C:18]5[CH:26]=[N:25][N:24]([C:27]6[CH:28]=[CH:29][C:30]([F:33])=[CH:31][CH:32]=6)[C:19]=5[CH:20]=4)[CH2:15]3)(=[O:13])=[O:12])=[CH:7][CH:6]=2)[CH2:2][CH2:3][CH2:4]1. (2) Given the reactants [CH2:1]([C:3]1([CH2:25][CH3:26])[C:7](=[O:8])[O:6][CH:5]([CH2:9][CH2:10][N:11]2[CH2:16][CH2:15][N:14]([C:17]3[CH:24]=[CH:23][CH:22]=[CH:21][C:18]=3C#N)[CH2:13][CH2:12]2)[CH2:4]1)[CH3:2].N1(C2C=CC=CC=2[OH:39])CCNCC1.N1(C2C=CC=CC=2C#N)CCNCC1, predict the reaction product. The product is: [CH2:1]([C:3]1([CH2:25][CH3:26])[CH2:4][CH:5]([CH2:9][CH2:10][N:11]2[CH2:16][CH2:15][N:14]([C:17]3[CH:24]=[CH:23][CH:22]=[CH:21][C:18]=3[OH:39])[CH2:13][CH2:12]2)[O:6][C:7]1=[O:8])[CH3:2]. (3) Given the reactants Br[C:2]1[C:3]2[C:10]([CH3:11])=[CH:9][CH:8]=[CH:7][C:4]=2[S:5][CH:6]=1.C([Li])CCC.CON(C)[C:20](=[O:23])[CH2:21][CH3:22], predict the reaction product. The product is: [CH3:11][C:10]1[C:3]2[CH:2]=[C:6]([C:20](=[O:23])[CH2:21][CH3:22])[S:5][C:4]=2[CH:7]=[CH:8][CH:9]=1. (4) Given the reactants [C:1]([O:4][CH2:5][C:6]1[C:24]([F:25])=[C:23]([NH2:26])[C:9]2[C:10](=[O:22])[CH:11]=[C:12]([C:14]3[CH:19]=[CH:18][C:17]([NH2:20])=[C:16]([F:21])[CH:15]=3)[O:13][C:8]=2[C:7]=1[F:27])(=[O:3])[CH3:2].[Br:28][CH2:29][CH2:30][C:31](O)=[O:32].Cl.CN(C)CCCN=C=NCC.O, predict the reaction product. The product is: [C:1]([O:4][CH2:5][C:6]1[C:24]([F:25])=[C:23]([NH2:26])[C:9]2[C:10](=[O:22])[CH:11]=[C:12]([C:14]3[CH:19]=[CH:18][C:17]([NH:20][C:31](=[O:32])[CH2:30][CH2:29][Br:28])=[C:16]([F:21])[CH:15]=3)[O:13][C:8]=2[C:7]=1[F:27])(=[O:3])[CH3:2]. (5) Given the reactants Br[C:2]1[CH:3]=[N:4][N:5]([CH3:17])[C:6]=1[C:7]1[CH:8]=[C:9]([C:13]([O:15][CH3:16])=[O:14])[S:10][C:11]=1[CH3:12].[C:18](=O)([O-])[O-].[K+].[K+].CB1OB(C)OB(C)O1, predict the reaction product. The product is: [CH3:17][N:5]1[C:6]([C:7]2[CH:8]=[C:9]([C:13]([O:15][CH3:16])=[O:14])[S:10][C:11]=2[CH3:12])=[C:2]([CH3:18])[CH:3]=[N:4]1. (6) Given the reactants Br[C:2]1[CH:11]=[N:10][C:9]2[C:4](=[CH:5][CH:6]=[C:7]([OH:21])[C:8]=2[C:12]([NH:14][CH2:15][C:16]([O:18][CH2:19][CH3:20])=[O:17])=[O:13])[N:3]=1.[OH:22][C:23]1[CH:28]=[CH:27][CH:26]=[CH:25][C:24]=1B(O)O.C(=O)([O-])[O-].[K+].[K+], predict the reaction product. The product is: [OH:21][C:7]1[C:8]([C:12]([NH:14][CH2:15][C:16]([O:18][CH2:19][CH3:20])=[O:17])=[O:13])=[C:9]2[C:4](=[CH:5][CH:6]=1)[N:3]=[C:2]([C:24]1[CH:25]=[CH:26][CH:27]=[CH:28][C:23]=1[OH:22])[CH:11]=[N:10]2. (7) Given the reactants Cl[CH2:2][C:3]1[CH:13]=[CH:12][C:6]2[O:7][C:8]([F:11])([F:10])[O:9][C:5]=2[CH:4]=1.[C-:14]#[N:15].[Na+].O.C(OC)(C)(C)C, predict the reaction product. The product is: [F:10][C:8]1([F:11])[O:7][C:6]2[CH:12]=[CH:13][C:3]([CH2:2][C:14]#[N:15])=[CH:4][C:5]=2[O:9]1. (8) Given the reactants C(N(CC)C(C1C=C(C2C=NN(CCCO)C=2)C=CC=1NC1C(C(F)(F)F)=CN=C(NC2C=CC(CP(=O)(O)OCC)=CC=2OC)N=1)=O)C.[OH:50][CH2:51][CH2:52][CH2:53][N:54]1[CH:58]=[C:57]([C:59]2[N:64]=[C:63]([C:65](=[O:68])[NH:66][CH3:67])[C:62]([NH:69][C:70]3[C:75]([C:76]([F:79])([F:78])[F:77])=[CH:74][N:73]=[C:72]([NH:80][C:81]4[CH:95]=[CH:94][C:84]([CH2:85][P:86](=[O:93])([O:90]CC)[O:87][CH2:88][CH3:89])=[CH:83][C:82]=4[O:96][CH3:97])[CH:71]=3)=[CH:61][CH:60]=2)[CH:56]=[N:55]1, predict the reaction product. The product is: [OH:50][CH2:51][CH2:52][CH2:53][N:54]1[CH:58]=[C:57]([C:59]2[N:64]=[C:63]([C:65](=[O:68])[NH:66][CH3:67])[C:62]([NH:69][C:70]3[C:75]([C:76]([F:77])([F:78])[F:79])=[CH:74][N:73]=[C:72]([NH:80][C:81]4[CH:95]=[CH:94][C:84]([CH2:85][P:86](=[O:90])([OH:93])[O:87][CH2:88][CH3:89])=[CH:83][C:82]=4[O:96][CH3:97])[CH:71]=3)=[CH:61][CH:60]=2)[CH:56]=[N:55]1. (9) Given the reactants [C:1]([C:5]1[N:10]=[CH:9][C:8]([C:11]2[N:12]([C:32](Cl)=[O:33])[C@@:13]([C:25]3[CH:30]=[CH:29][C:28]([Cl:31])=[CH:27][CH:26]=3)([CH3:24])[C@@:14]([C:17]3[CH:22]=[CH:21][C:20]([Cl:23])=[CH:19][CH:18]=3)([CH3:16])[N:15]=2)=[C:7]([O:35][CH2:36][CH3:37])[CH:6]=1)([CH3:4])([CH3:3])[CH3:2].[CH3:38][NH:39][CH2:40][C@H:41]([OH:50])[C@@H:42]([OH:49])[C@H:43]([OH:48])[C@H:44]([OH:47])[CH2:45][OH:46], predict the reaction product. The product is: [CH3:38][N:39]([CH2:40][C@H:41]([OH:50])[C@@H:42]([OH:49])[C@H:43]([OH:48])[C@H:44]([OH:47])[CH2:45][OH:46])[C:32]([N:12]1[C@@:13]([C:25]2[CH:30]=[CH:29][C:28]([Cl:31])=[CH:27][CH:26]=2)([CH3:24])[C@@:14]([C:17]2[CH:22]=[CH:21][C:20]([Cl:23])=[CH:19][CH:18]=2)([CH3:16])[N:15]=[C:11]1[C:8]1[CH:9]=[N:10][C:5]([C:1]([CH3:4])([CH3:3])[CH3:2])=[CH:6][C:7]=1[O:35][CH2:36][CH3:37])=[O:33].